This data is from Forward reaction prediction with 1.9M reactions from USPTO patents (1976-2016). The task is: Predict the product of the given reaction. (1) Given the reactants [F:1][C:2]1[CH:3]=[C:4]([CH:9]2[CH2:13][O:12][C:11](=[O:14])[NH:10]2)[CH:5]=[CH:6][C:7]=1[F:8].[Cl:15][CH2:16][CH2:17][CH2:18][CH2:19][C:20](Cl)=[O:21], predict the reaction product. The product is: [Cl:15][CH2:16][CH2:17][CH2:18][CH2:19][C:20]([N:10]1[CH:9]([C:4]2[CH:5]=[CH:6][C:7]([F:8])=[C:2]([F:1])[CH:3]=2)[CH2:13][O:12][C:11]1=[O:14])=[O:21]. (2) The product is: [CH2:24]([S:21]([C:19]1[CH:18]=[CH:17][C:16]([OH:26])=[C:15]([NH:14][C:11]([C:6]2[NH:7][C:8]3[C:4]([CH:5]=2)=[CH:3][C:2]([CH3:1])=[CH:10][CH:9]=3)=[O:13])[CH:20]=1)(=[O:23])=[O:22])[CH3:25]. Given the reactants [CH3:1][C:2]1[CH:3]=[C:4]2[C:8](=[CH:9][CH:10]=1)[NH:7][C:6]([C:11]([OH:13])=O)=[CH:5]2.[NH2:14][C:15]1[CH:20]=[C:19]([S:21]([CH2:24][CH3:25])(=[O:23])=[O:22])[CH:18]=[CH:17][C:16]=1[OH:26].F[P-](F)(F)(F)(F)F.N1(O[P+](N(C)C)(N(C)C)N(C)C)C2C=CC=CC=2N=N1, predict the reaction product. (3) Given the reactants [CH3:1][N:2]1[CH2:7][CH2:6][C:5]([CH2:19][NH2:20])([C:8]2[S:9][CH:10]=[C:11]([C:13]3[CH:18]=[CH:17][CH:16]=[CH:15][CH:14]=3)[N:12]=2)[CH2:4][CH2:3]1.[F:21][C:22]([F:38])([F:37])[C:23]1[O:27][N:26]=[C:25]([C:28]2[CH:29]=[C:30]([CH:34]=[CH:35][CH:36]=2)[C:31](O)=[O:32])[N:24]=1, predict the reaction product. The product is: [CH3:1][N:2]1[CH2:3][CH2:4][C:5]([CH2:19][NH:20][C:31](=[O:32])[C:30]2[CH:34]=[CH:35][CH:36]=[C:28]([C:25]3[N:24]=[C:23]([C:22]([F:38])([F:37])[F:21])[O:27][N:26]=3)[CH:29]=2)([C:8]2[S:9][CH:10]=[C:11]([C:13]3[CH:18]=[CH:17][CH:16]=[CH:15][CH:14]=3)[N:12]=2)[CH2:6][CH2:7]1. (4) Given the reactants [Br:1][C:2]1[CH:3]=[CH:4][C:5]([CH2:8][OH:9])=[N:6][CH:7]=1.[H-].[Na+].Br[CH2:13][C:14]([O:16][CH2:17]C)=[O:15], predict the reaction product. The product is: [Br:1][C:2]1[CH:3]=[CH:4][C:5]([CH2:8][O:9][CH2:13][C:14]([O:16][CH3:17])=[O:15])=[N:6][CH:7]=1. (5) Given the reactants [CH3:1][O:2][C:3]1[CH:8]=[CH:7][C:6]([NH2:9])=[C:5]([NH2:10])[CH:4]=1.[C:11](O)(=O)[CH3:12], predict the reaction product. The product is: [CH3:1][O:2][C:3]1[CH:8]=[CH:7][C:6]2[NH:9][C:11]([CH3:12])=[N:10][C:5]=2[CH:4]=1. (6) Given the reactants [Cl:1][C:2]1[C:7]([CH:8]=[O:9])=[C:6]([Cl:10])[CH:5]=[CH:4][N:3]=1.ClC1[C:17]([CH2:18][OH:19])=[C:16](Cl)[CH:15]=[CH:14]N=1.ClC1C=NC=C(Cl)C=1CO.BrC1C=NC=C(Cl)C=1COC1CCCCO1, predict the reaction product. The product is: [Cl:1][C:2]1[C:7]([CH2:8][O:9][CH:14]2[CH2:15][CH2:16][CH2:17][CH2:18][O:19]2)=[C:6]([Cl:10])[CH:5]=[CH:4][N:3]=1. (7) Given the reactants Cl[C:2]1[N:7]=[C:6]([NH:8][CH:9]2[CH2:14][CH2:13][N:12]([C:15]([O:17][C:18]([CH3:21])([CH3:20])[CH3:19])=[O:16])[CH2:11][CH:10]2[CH2:22][CH3:23])[C:5]([Cl:24])=[CH:4][N:3]=1.[CH3:25][N:26]1[C:30]([CH3:31])=[CH:29][C:28]([NH2:32])=[N:27]1.C1C=CC(P(C2C(C3C(P(C4C=CC=CC=4)C4C=CC=CC=4)=CC=C4C=3C=CC=C4)=C3C(C=CC=C3)=CC=2)C2C=CC=CC=2)=CC=1.C(=O)([O-])[O-].[Cs+].[Cs+].C(OC(N1CCC(NC2C=CN=C(NC3C=C(C)N(C)N=3)N=2)C(CC)C1)=O)(C)(C)C, predict the reaction product. The product is: [Cl:24][C:5]1[C:6]([NH:8][CH:9]2[CH2:14][CH2:13][N:12]([C:15]([O:17][C:18]([CH3:21])([CH3:20])[CH3:19])=[O:16])[CH2:11][CH:10]2[CH2:22][CH3:23])=[N:7][C:2]([NH:32][C:28]2[CH:29]=[C:30]([CH3:31])[N:26]([CH3:25])[N:27]=2)=[N:3][CH:4]=1.